This data is from Full USPTO retrosynthesis dataset with 1.9M reactions from patents (1976-2016). The task is: Predict the reactants needed to synthesize the given product. (1) Given the product [CH2:1]([O:3][C:4](=[O:33])[CH2:5][CH2:6][C:7]1[C:12]([CH3:13])=[CH:11][C:10]([CH2:14][CH2:15][C:16]([C:18]2[S:19][C:20]([CH2:29][CH3:30])=[C:21]3[CH2:26][C:25]([CH3:27])([CH3:28])[CH2:24][CH2:23][C:22]=23)=[O:17])=[CH:9][C:8]=1[CH2:31][CH3:32])[CH3:2], predict the reactants needed to synthesize it. The reactants are: [CH2:1]([O:3][C:4](=[O:33])[CH2:5][CH2:6][C:7]1[C:12]([CH3:13])=[CH:11][C:10]([CH:14]=[CH:15][C:16]([C:18]2[S:19][C:20]([CH2:29][CH3:30])=[C:21]3[CH2:26][C:25]([CH3:28])([CH3:27])[CH2:24][CH2:23][C:22]=23)=[O:17])=[CH:9][C:8]=1[CH2:31][CH3:32])[CH3:2]. (2) Given the product [Cl:22][C:19]1[CH:18]=[CH:17][C:16]([C:7]2[CH:6]=[C:5]([CH:3]([OH:4])[CH2:2][NH:1][CH:34]([CH2:6][CH2:7][C:16]3[CH:21]=[CH:20][CH:19]=[CH:18][CH:17]=3)[CH2:33][OH:35])[N:9]([C:10]3[N:15]=[CH:14][CH:13]=[CH:12][N:11]=3)[N:8]=2)=[CH:21][CH:20]=1, predict the reactants needed to synthesize it. The reactants are: [NH2:1][CH2:2][CH:3]([C:5]1[N:9]([C:10]2[N:15]=[CH:14][CH:13]=[CH:12][N:11]=2)[N:8]=[C:7]([C:16]2[CH:21]=[CH:20][C:19]([Cl:22])=[CH:18][CH:17]=2)[CH:6]=1)[OH:4].C(O[BH-](O[C:33](=[O:35])[CH3:34])OC(=O)C)(=O)C.[Na+]. (3) Given the product [Br:1][C:2]1[CH:3]=[C:4]2[C:12](=[CH:13][CH:14]=1)[NH:11][C:10]1[CH:9]([OH:15])[CH2:8][CH2:7][CH2:6][C:5]2=1, predict the reactants needed to synthesize it. The reactants are: [Br:1][C:2]1[CH:3]=[C:4]2[C:12](=[CH:13][CH:14]=1)[NH:11][C:10]1[C:9](=[O:15])[CH2:8][CH2:7][CH2:6][C:5]2=1.[BH4-].[Na+]. (4) Given the product [Cl:72][C:66]1[CH:67]=[CH:68][C:69]([F:71])=[CH:70][C:65]=1[O:64][CH:61]1[CH2:62][CH2:63][N:58]([C:56](=[O:57])[CH2:55][NH:54][C:21]([C:19]2[N:18]=[N:17][N:16]([C:12]3[CH:11]=[C:10]([CH3:24])[CH:15]=[CH:14][CH:13]=3)[CH:20]=2)=[O:23])[CH2:59][CH2:60]1, predict the reactants needed to synthesize it. The reactants are: CCN(C(C)C)C(C)C.[C:10]1([CH3:24])[CH:15]=[CH:14][CH:13]=[C:12]([N:16]2[CH:20]=[C:19]([C:21]([OH:23])=O)[N:18]=[N:17]2)[CH:11]=1.CC1C=C(C=CC=1)N.C1C=CC2N(O)N=NC=2C=1.CCN=C=NCCCN(C)C.[NH2:54][CH2:55][C:56]([N:58]1[CH2:63][CH2:62][CH:61]([O:64][C:65]2[CH:70]=[C:69]([F:71])[CH:68]=[CH:67][C:66]=2[Cl:72])[CH2:60][CH2:59]1)=[O:57].